This data is from Peptide-MHC class II binding affinity with 134,281 pairs from IEDB. The task is: Regression. Given a peptide amino acid sequence and an MHC pseudo amino acid sequence, predict their binding affinity value. This is MHC class II binding data. (1) The peptide sequence is INISGYNLSLSAAVK. The MHC is DRB1_1302 with pseudo-sequence DRB1_1302. The binding affinity (normalized) is 0.730. (2) The peptide sequence is PSPIGYLGLLSQRTR. The MHC is DRB1_0404 with pseudo-sequence DRB1_0404. The binding affinity (normalized) is 0.662. (3) The peptide sequence is MAVYTLITAAIIHRE. The MHC is DRB3_0101 with pseudo-sequence DRB3_0101. The binding affinity (normalized) is 0.262. (4) The peptide sequence is LSADQISTVQASFDKVK. The MHC is DRB1_1302 with pseudo-sequence DRB1_1302. The binding affinity (normalized) is 0.287. (5) The peptide sequence is LRYMGEDGCWYGMEI. The MHC is DRB4_0101 with pseudo-sequence DRB4_0103. The binding affinity (normalized) is 0.0200. (6) The peptide sequence is IKTIQSRLSRNFTKG. The MHC is DRB1_0101 with pseudo-sequence DRB1_0101. The binding affinity (normalized) is 0.664. (7) The peptide sequence is MKRPSREKQDKKIFTE. The MHC is HLA-DPA10301-DPB10402 with pseudo-sequence HLA-DPA10301-DPB10402. The binding affinity (normalized) is 0.0602. (8) The peptide sequence is TATAAVGAATGAATA. The MHC is HLA-DPA10103-DPB10201 with pseudo-sequence HLA-DPA10103-DPB10201. The binding affinity (normalized) is 0.